Dataset: Full USPTO retrosynthesis dataset with 1.9M reactions from patents (1976-2016). Task: Predict the reactants needed to synthesize the given product. (1) Given the product [Br:1][C:2]1[CH:3]=[N+:4]([O-:22])[C:5]2[C:10]([CH:11]=1)=[CH:9][CH:8]=[C:7]([O:12][CH3:13])[CH:6]=2, predict the reactants needed to synthesize it. The reactants are: [Br:1][C:2]1[CH:3]=[N:4][C:5]2[C:10]([CH:11]=1)=[CH:9][CH:8]=[C:7]([O:12][CH3:13])[CH:6]=2.C1C=C(Cl)C=C(C(OO)=[O:22])C=1.[O-]S([O-])=O.[Na+].[Na+]. (2) Given the product [BrH:39].[BrH:39].[Cl:38][C:33]1[CH:34]=[CH:35][CH:36]=[CH:37][C:32]=1[CH2:31][N:27]1[C:26]2[CH:25]=[CH:24][CH:23]=[C:22]([S:19]([C:12]3[CH:11]=[CH:10][C:9]([OH:8])=[C:18]4[C:13]=3[CH:14]=[CH:15][CH:16]=[N:17]4)(=[O:20])=[O:21])[C:30]=2[N:29]=[CH:28]1, predict the reactants needed to synthesize it. The reactants are: C([O:8][C:9]1[CH:10]=[CH:11][C:12]([S:19]([C:22]2[C:30]3[N:29]=[CH:28][N:27]([CH2:31][C:32]4[CH:37]=[CH:36][CH:35]=[CH:34][C:33]=4[Cl:38])[C:26]=3[CH:25]=[CH:24][CH:23]=2)(=[O:21])=[O:20])=[C:13]2[C:18]=1[N:17]=[CH:16][CH:15]=[CH:14]2)C1C=CC=CC=1.[BrH:39]. (3) Given the product [CH2:21]([O:22][C:23](=[O:41])[NH:24][C:25]1[CH:30]=[CH:29][C:28]([C:2]2[C:7]([O:8][CH2:9][C:10]([F:13])([F:12])[F:11])=[N:6][CH:5]=[C:4]([NH2:14])[CH:3]=2)=[CH:27][C:26]=1[Cl:40])[C:15]1[CH:20]=[CH:19][CH:18]=[CH:17][CH:16]=1, predict the reactants needed to synthesize it. The reactants are: Br[C:2]1[CH:3]=[C:4]([NH2:14])[CH:5]=[N:6][C:7]=1[O:8][CH2:9][C:10]([F:13])([F:12])[F:11].[C:15]1([CH2:21][O:22][C:23](=[O:41])[NH:24][C:25]2[CH:30]=[CH:29][C:28](B3OC(C)(C)C(C)(C)O3)=[CH:27][C:26]=2[Cl:40])[CH:20]=[CH:19][CH:18]=[CH:17][CH:16]=1. (4) Given the product [Cl:1][C:2]1[CH:7]=[CH:6][N:5]=[C:4]([C:8]2[CH:12]=[CH:11][S:10][C:9]=2[CH2:13][OH:14])[CH:3]=1, predict the reactants needed to synthesize it. The reactants are: [Cl:1][C:2]1[CH:7]=[CH:6][N:5]=[C:4]([C:8]2[CH:12]=[CH:11][S:10][C:9]=2[CH:13]=[O:14])[CH:3]=1.[BH4-].[Na+].O. (5) Given the product [CH3:1][C:2]1[CH:7]=[C:6]([CH3:8])[NH:5][C:4](=[O:9])[C:3]=1[CH2:10][NH:11][C:17](=[O:18])[O:16][C:13]([CH3:15])([CH3:14])[CH3:12], predict the reactants needed to synthesize it. The reactants are: [CH3:1][C:2]1[CH:7]=[C:6]([CH3:8])[NH:5][C:4](=[O:9])[C:3]=1[C:10]#[N:11].[CH3:12][C:13]([O:16][C:17](O[C:17]([O:16][C:13]([CH3:15])([CH3:14])[CH3:12])=[O:18])=[O:18])([CH3:15])[CH3:14].CCN(CC)CC. (6) Given the product [ClH:36].[S:1](=[O:34])(=[O:35])([O:3][C:4]1[CH:5]=[CH:6][C:7]([C:10]2[N:11]=[CH:12][N:13]([C:15](=[O:33])[N:16]([CH:18]3[CH2:19][CH2:20][N:21]([CH2:24][C:25]4[CH:30]=[CH:29][CH:28]=[C:27]([O:31][CH3:32])[CH:26]=4)[CH2:22][CH2:23]3)[CH3:17])[CH:14]=2)=[CH:8][CH:9]=1)[NH2:2], predict the reactants needed to synthesize it. The reactants are: [S:1](=[O:35])(=[O:34])([O:3][C:4]1[CH:9]=[CH:8][C:7]([C:10]2[N:11]=[CH:12][N:13]([C:15](=[O:33])[N:16]([CH:18]3[CH2:23][CH2:22][N:21]([CH2:24][C:25]4[CH:30]=[CH:29][CH:28]=[C:27]([O:31][CH3:32])[CH:26]=4)[CH2:20][CH2:19]3)[CH3:17])[CH:14]=2)=[CH:6][CH:5]=1)[NH2:2].[ClH:36]. (7) Given the product [F:1][C:2]1[CH:3]=[C:4]([I:10])[CH:5]=[C:6]([CH:9]=1)[CH2:7][NH:19][C@@H:17]([C:11]1[CH:16]=[CH:15][CH:14]=[CH:13][CH:12]=1)[CH3:18], predict the reactants needed to synthesize it. The reactants are: [F:1][C:2]1[CH:3]=[C:4]([I:10])[CH:5]=[C:6]([CH:9]=1)[CH:7]=O.[C:11]1([C@H:17]([NH2:19])[CH3:18])[CH:16]=[CH:15][CH:14]=[CH:13][CH:12]=1. (8) The reactants are: [C:1]([O:9][CH3:10])(=[O:8])[CH2:2][CH2:3][C:4]([O:6][CH3:7])=[O:5].C[O-].[Na+].CO.[CH:16](=O)[C:17]1[CH:22]=[CH:21][CH:20]=[C:19]([O:23][CH3:24])[CH:18]=1.S(=O)(=O)(O)O. Given the product [CH3:24][O:23][C:19]1[CH:18]=[C:17]([CH:22]=[CH:21][CH:20]=1)/[CH:16]=[C:3](\[CH2:2][C:1]([O:9][CH3:10])=[O:8])/[C:4]([O:6][CH3:7])=[O:5], predict the reactants needed to synthesize it.